Dataset: Catalyst prediction with 721,799 reactions and 888 catalyst types from USPTO. Task: Predict which catalyst facilitates the given reaction. (1) Reactant: [CH2:1]([NH:4][CH2:5][CH2:6][CH3:7])[CH2:2][CH3:3].C[Al](C)C.[NH2:12][C:13]1[CH2:14][C:15]([C:25]([O:27]CC)=O)=[CH:16][C:17]2[CH:23]=[CH:22][C:21]([Br:24])=[CH:20][C:18]=2[N:19]=1.[C@H](O)(C([O-])=O)[C@@H](O)C([O-])=O.[Na+].[K+]. Product: [NH2:12][C:13]1[CH2:14][C:15]([C:25]([N:4]([CH2:5][CH2:6][CH3:7])[CH2:1][CH2:2][CH3:3])=[O:27])=[CH:16][C:17]2[CH:23]=[CH:22][C:21]([Br:24])=[CH:20][C:18]=2[N:19]=1. The catalyst class is: 11. (2) Product: [Br:3][C:4]1[CH:9]=[CH:8][C:7]([O:10][CH2:12][O:13][CH3:14])=[CH:6][CH:5]=1. Reactant: [H-].[Na+].[Br:3][C:4]1[CH:9]=[CH:8][C:7]([OH:10])=[CH:6][CH:5]=1.Cl[CH2:12][O:13][CH3:14].O. The catalyst class is: 1. (3) Reactant: Cl[CH:2]([CH:14]1[CH2:19][CH2:18][N:17]([CH2:20][C:21]2[CH:26]=[CH:25][C:24]([C:27]3[N:28]=[N:29][N:30]([CH2:32][CH3:33])[N:31]=3)=[CH:23][CH:22]=2)[CH2:16][CH2:15]1)[C:3]1[CH:13]=[CH:12][C:6]([O:7][C:8]([F:11])([F:10])[F:9])=[CH:5][CH:4]=1.[F:34][C:35]([F:45])([F:44])[O:36][C:37]1[CH:42]=[CH:41][C:40]([OH:43])=[CH:39][CH:38]=1.C(=O)([O-])[O-].[K+].[K+].O. Product: [CH2:32]([N:30]1[N:29]=[N:28][C:27]([C:24]2[CH:25]=[CH:26][C:21]([CH2:20][N:17]3[CH2:18][CH2:19][C:14](=[C:2]([C:3]4[CH:13]=[CH:12][C:6]([O:7][C:8]([F:11])([F:10])[F:9])=[CH:5][CH:4]=4)[O:43][C:40]4[CH:41]=[CH:42][C:37]([O:36][C:35]([F:34])([F:44])[F:45])=[CH:38][CH:39]=4)[CH2:15][CH2:16]3)=[CH:22][CH:23]=2)=[N:31]1)[CH3:33]. The catalyst class is: 3. (4) Product: [S:1]1[C:5]2[CH:6]=[C:7]([S:10]([N:13]3[CH:17]=[CH:16][C:15](/[CH:18]=[CH:19]/[C:20]([NH:22][OH:23])=[O:21])=[CH:14]3)(=[O:11])=[O:12])[CH:8]=[CH:9][C:4]=2[N:3]=[CH:2]1. Reactant: [S:1]1[C:5]2[CH:6]=[C:7]([S:10]([N:13]3[CH:17]=[CH:16][C:15](/[CH:18]=[CH:19]/[C:20]([NH:22][O:23]C4CCCCO4)=[O:21])=[CH:14]3)(=[O:12])=[O:11])[CH:8]=[CH:9][C:4]=2[N:3]=[CH:2]1.Cl. The catalyst class is: 5. (5) Reactant: C=O.[BH3-][C:4]#N.[Na+].[Cl:7][C:8]1[CH:13]=[CH:12][C:11]([C@@H:14]([CH2:38][NH:39][CH:40]([CH3:42])[CH3:41])[C:15]([N:17]2[CH2:22][CH2:21][N:20]([C:23]3[C:28]([C:29]4[CH:34]=[CH:33][CH:32]=[CH:31][CH:30]=4)=[CH:27][N:26]=[C:25]4[NH:35][CH:36]=[CH:37][C:24]=34)[CH2:19][CH2:18]2)=[O:16])=[CH:10][CH:9]=1.C([O-])(O)=O.[Na+]. Product: [Cl:7][C:8]1[CH:13]=[CH:12][C:11]([C@@H:14]([CH2:38][N:39]([CH:40]([CH3:42])[CH3:41])[CH3:4])[C:15]([N:17]2[CH2:18][CH2:19][N:20]([C:23]3[C:28]([C:29]4[CH:34]=[CH:33][CH:32]=[CH:31][CH:30]=4)=[CH:27][N:26]=[C:25]4[NH:35][CH:36]=[CH:37][C:24]=34)[CH2:21][CH2:22]2)=[O:16])=[CH:10][CH:9]=1. The catalyst class is: 5. (6) Reactant: NC1C=CC(C(O)=O)=CC=1.C1(C(Cl)=O)CCCCC1.CCN(CC)CC.[OH-].[Na+].[CH:29]1([C:35]([NH:37][C:38]2[CH:47]=[CH:46][C:41]([C:42]([O:44]C)=[O:43])=[CH:40][CH:39]=2)=[O:36])[CH2:34][CH2:33][CH2:32][CH2:31][CH2:30]1. Product: [CH:29]1([C:35]([NH:37][C:38]2[CH:47]=[CH:46][C:41]([C:42]([OH:44])=[O:43])=[CH:40][CH:39]=2)=[O:36])[CH2:30][CH2:31][CH2:32][CH2:33][CH2:34]1. The catalyst class is: 1. (7) Reactant: C[O:2][C:3]1[C:8]([CH2:9][C:10]2[CH:15]=[CH:14][C:13]([O:16][CH3:17])=[CH:12][CH:11]=2)=[CH:7][CH:6]=[CH:5][N:4]=1.B(Cl)(Cl)Cl.O. The catalyst class is: 4. Product: [CH3:17][O:16][C:13]1[CH:12]=[CH:11][C:10]([CH2:9][C:8]2[C:3](=[O:2])[NH:4][CH:5]=[CH:6][CH:7]=2)=[CH:15][CH:14]=1.